From a dataset of Full USPTO retrosynthesis dataset with 1.9M reactions from patents (1976-2016). Predict the reactants needed to synthesize the given product. (1) The reactants are: C1(OC)C=CC=CC=1.[Cl:9][C:10]1[C:15]([N:16]2[CH2:21][CH2:20][N:19]([CH:22]3[CH2:25][O:24][CH2:23]3)[CH2:18][CH2:17]2)=[CH:14][C:13]([CH:26]([F:28])[F:27])=[CH:12][C:11]=1[N:29](CC1C=CC(OC)=CC=1)C(=O)OC(C)(C)C.C(O)(C(F)(F)F)=O. Given the product [Cl:9][C:10]1[C:15]([N:16]2[CH2:17][CH2:18][N:19]([CH:22]3[CH2:25][O:24][CH2:23]3)[CH2:20][CH2:21]2)=[CH:14][C:13]([CH:26]([F:28])[F:27])=[CH:12][C:11]=1[NH2:29], predict the reactants needed to synthesize it. (2) Given the product [CH3:1][N:2]([CH2:3][C:4]1[S:5][CH:6]=[CH:7][CH:8]=1)[C:15]([CH:9]1[CH2:14][CH2:13][CH2:12][CH2:11][CH2:10]1)=[O:16], predict the reactants needed to synthesize it. The reactants are: [CH3:1][NH:2][CH2:3][C:4]1[S:5][CH:6]=[CH:7][CH:8]=1.[CH:9]1([C:15](Cl)=[O:16])[CH2:14][CH2:13][CH2:12][CH2:11][CH2:10]1.C(O)C(N)(CO)CO. (3) Given the product [Cl:1][C:2]1[CH:3]=[CH:4][C:5]2[N:6]=[CH:7][N:8]=[C:9]([NH:24][CH:19]3[CH2:23][CH2:22][CH2:21][CH2:20]3)[C:10]=2[N:11]=1, predict the reactants needed to synthesize it. The reactants are: [Cl:1][C:2]1[CH:3]=[CH:4][C:5]2[N:6]=[CH:7][N:8]=[C:9](OC3CCOCC3)[C:10]=2[N:11]=1.[CH:19]1([NH2:24])[CH2:23][CH2:22][CH2:21][CH2:20]1.CC(C)([O-])C.[Na+]. (4) Given the product [C:30]([O:33][C:34]1[CH:39]=[CH:38][C:37]([CH2:40][N:4]2[C:5]3=[N:11][N:10]([CH2:12][C:13]4[C:22]5[C:17](=[CH:18][CH:19]=[CH:20][CH:21]=5)[CH:16]=[CH:15][CH:14]=4)[C:9]([C:23]4[CH:24]=[CH:25][N:26]=[CH:27][CH:28]=4)=[C:6]3[C:7](=[O:8])[N:2]([CH3:1])[C:3]2=[O:29])=[CH:36][CH:35]=1)(=[O:32])[CH3:31], predict the reactants needed to synthesize it. The reactants are: [CH3:1][N:2]1[C:7](=[O:8])[C:6]2=[C:9]([C:23]3[CH:28]=[CH:27][N:26]=[CH:25][CH:24]=3)[N:10]([CH2:12][C:13]3[C:22]4[C:17](=[CH:18][CH:19]=[CH:20][CH:21]=4)[CH:16]=[CH:15][CH:14]=3)[N:11]=[C:5]2[NH:4][C:3]1=[O:29].[C:30]([O:33][C:34]1[CH:39]=[CH:38][C:37]([CH2:40]Cl)=[CH:36][CH:35]=1)(=[O:32])[CH3:31].C(=O)([O-])[O-].[K+].[K+]. (5) Given the product [C:1]([N:5]1[C:9](=[O:10])[NH:8][C:7]([C:11]2[CH:12]=[C:13]([CH2:14][NH2:15])[CH:22]=[CH:23][C:24]=2[Cl:25])=[N:6]1)([CH3:4])([CH3:2])[CH3:3], predict the reactants needed to synthesize it. The reactants are: [C:1]([N:5]1[C:9](=[O:10])[NH:8][C:7]([C:11]2[CH:12]=[C:13]([CH:22]=[CH:23][C:24]=2[Cl:25])[CH2:14][NH:15]C(=O)C(F)(F)F)=[N:6]1)([CH3:4])([CH3:3])[CH3:2].[OH-].[K+].O. (6) Given the product [CH3:7][C:6]1[CH:5]=[C:4]([C:8]([CH3:9])=[O:10])[S:3][C:2]=1[CH3:1], predict the reactants needed to synthesize it. The reactants are: [CH3:1][C:2]1[S:3][CH:4]=[CH:5][C:6]=1[CH3:7].[C:8](Cl)(=[O:10])[CH3:9].[Sn](Cl)(Cl)(Cl)Cl. (7) Given the product [CH2:33]([O:11][C:7]1[CH:6]=[C:5]2[C:10](=[CH:9][CH:8]=1)[N:2]([CH3:1])[CH:3]=[C:4]2[C:12]1[N:20]([S:21]([C:24]2[CH:29]=[CH:28][C:27]([CH3:30])=[CH:26][CH:25]=2)(=[O:23])=[O:22])[C:15]2=[N:16][CH:17]=[CH:18][CH:19]=[C:14]2[CH:13]=1)[CH:32]=[CH2:31], predict the reactants needed to synthesize it. The reactants are: [CH3:1][N:2]1[C:10]2[C:5](=[CH:6][C:7]([OH:11])=[CH:8][CH:9]=2)[C:4]([C:12]2[N:20]([S:21]([C:24]3[CH:29]=[CH:28][C:27]([CH3:30])=[CH:26][CH:25]=3)(=[O:23])=[O:22])[C:15]3=[N:16][CH:17]=[CH:18][CH:19]=[C:14]3[CH:13]=2)=[CH:3]1.[CH3:31][C:32](C)([O-])[CH3:33].[K+].C(Br)C=C.O. (8) Given the product [O:1]1[CH:5]=[CH:4][CH:3]=[C:2]1[C:6]1[CH:7]=[C:8]([NH:12][C:13]([C:15]2[CH:16]=[C:17]3[C:22](=[CH:23][CH:24]=2)[C:21]([Cl:25])=[N:20][NH:19][C:18]3=[O:29])=[O:14])[CH:9]=[CH:10][CH:11]=1, predict the reactants needed to synthesize it. The reactants are: [O:1]1[CH:5]=[CH:4][CH:3]=[C:2]1[C:6]1[CH:7]=[C:8]([NH:12][C:13]([C:15]2[CH:16]=[C:17]3[C:22](=[CH:23][CH:24]=2)[C:21]([Cl:25])=[N:20][N:19]=[C:18]3Cl)=[O:14])[CH:9]=[CH:10][CH:11]=1.[OH-].[Na+].[O:29]1CCOCC1.Cl.